This data is from Full USPTO retrosynthesis dataset with 1.9M reactions from patents (1976-2016). The task is: Predict the reactants needed to synthesize the given product. (1) The reactants are: O[CH2:2][C:3]([CH2:9][OH:10])([CH2:7][CH3:8])[C:4]([O-:6])=[O:5].[CH2:11](O)COCCO.[C:18](OCC1CCC(CO)CC1)(=[O:21])[CH:19]=[CH2:20].COC1C=CC(O)=CC=1.C([O-])(=O)CCCCCCCCCCC.C([O-])(=O)CCCCCCCCCCC.C([Sn+2]CCCC)CCC.CC(CCCCN=C=O)C(N=C=O)(C)C. Given the product [C:4]([O-:6])(=[O:5])[C:3]([CH3:7])=[CH2:2].[C:4]([O:6][CH3:11])(=[O:5])[C:3]([CH3:9])=[CH2:2].[C:18]([O:10][CH2:9][CH2:3][CH2:7][CH3:8])(=[O:21])[CH:19]=[CH2:20], predict the reactants needed to synthesize it. (2) Given the product [ClH:19].[NH2:11][CH2:10][CH2:9][S:6]([C:3]([CH3:5])([CH3:4])[CH2:2][OH:1])(=[O:8])=[O:7], predict the reactants needed to synthesize it. The reactants are: [OH:1][CH2:2][C:3]([S:6]([CH2:9][CH2:10][NH:11]C(=O)OC(C)(C)C)(=[O:8])=[O:7])([CH3:5])[CH3:4].[ClH:19]. (3) The reactants are: [F:1][C:2]([F:24])([F:23])[O:3][C:4]1[CH:9]=[CH:8][C:7]([N:10]2[CH2:15][CH2:14][N:13]([C:16]3[CH:21]=[CH:20][C:19]([OH:22])=[CH:18][CH:17]=3)[CH2:12][CH2:11]2)=[CH:6][CH:5]=1.[H-].[Na+].Cl[C:28]1[N:29]([CH2:36][C@:37]2([CH3:40])[CH2:39][O:38]2)[CH:30]=[C:31]([N+:33]([O-:35])=[O:34])[N:32]=1. Given the product [CH3:39][C@@:37]1([CH2:40][O:22][C:19]2[CH:20]=[CH:21][C:16]([N:13]3[CH2:14][CH2:15][N:10]([C:7]4[CH:8]=[CH:9][C:4]([O:3][C:2]([F:1])([F:23])[F:24])=[CH:5][CH:6]=4)[CH2:11][CH2:12]3)=[CH:17][CH:18]=2)[O:38][C:28]2=[N:32][C:31]([N+:33]([O-:35])=[O:34])=[CH:30][N:29]2[CH2:36]1, predict the reactants needed to synthesize it. (4) Given the product [C:12]([O:11][C:9]([N:8]([CH2:16][C:17]1[CH:22]=[CH:21][CH:20]=[C:19]([CH:23]2[CH2:28][CH2:27][N:26]([C:29](=[O:38])[C:30]3[CH:35]=[CH:34][CH:33]=[C:32]([C:36]#[C:37][C:40]4[CH:45]=[CH:44][CH:43]=[CH:42][CH:41]=4)[CH:31]=3)[CH2:25][CH2:24]2)[CH:18]=1)[C:6]([O:5][C:1]([CH3:2])([CH3:3])[CH3:4])=[O:7])=[O:10])([CH3:15])([CH3:14])[CH3:13], predict the reactants needed to synthesize it. The reactants are: [C:1]([O:5][C:6]([N:8]([CH2:16][C:17]1[CH:22]=[CH:21][CH:20]=[C:19]([CH:23]2[CH2:28][CH2:27][N:26]([C:29](=[O:38])[C:30]3[CH:35]=[CH:34][CH:33]=[C:32]([C:36]#[CH:37])[CH:31]=3)[CH2:25][CH2:24]2)[CH:18]=1)[C:9]([O:11][C:12]([CH3:15])([CH3:14])[CH3:13])=[O:10])=[O:7])([CH3:4])([CH3:3])[CH3:2].I[C:40]1[CH:45]=[CH:44][CH:43]=[CH:42][CH:41]=1.C(N(CC)CC)C. (5) Given the product [CH3:19][C:20]1[CH:21]=[C:22]([C:25]2[N:26]=[C:29]([C@H:31]3[CH2:46][N:35]4[C:36](=[O:45])[C:37]5[CH:44]=[CH:43][CH:42]=[CH:41][C:38]=5[CH:39]=[CH:40][C@@H:34]4[CH2:33][CH2:32]3)[O:28][N:27]=2)[NH:23][CH:24]=1, predict the reactants needed to synthesize it. The reactants are: CCCC[N+](CCCC)(CCCC)CCCC.[F-].[CH3:19][C:20]1[CH:21]=[C:22](/[C:25](=[N:27]/[O:28][C:29]([C@@H:31]2[CH2:46][N:35]3[C:36](=[O:45])[C:37]4[CH:44]=[CH:43][CH:42]=[CH:41][C:38]=4[CH:39]=[CH:40][C@@H:34]3[CH2:33][CH2:32]2)=O)/[NH2:26])[NH:23][CH:24]=1. (6) Given the product [C:1]([O:5][C:6](=[O:17])[CH:7]([NH:16][C:30](=[O:31])[C:29]1[C:33]([CH3:38])=[CH:34][C:35]([CH3:37])=[CH:36][C:28]=1[CH3:27])[CH2:8][C:9]1[CH:10]=[CH:11][C:12]([I:15])=[CH:13][CH:14]=1)([CH3:4])([CH3:2])[CH3:3], predict the reactants needed to synthesize it. The reactants are: [C:1]([O:5][C:6](=[O:17])[CH:7]([NH2:16])[CH2:8][C:9]1[CH:14]=[CH:13][C:12]([I:15])=[CH:11][CH:10]=1)([CH3:4])([CH3:3])[CH3:2].CCN(C(C)C)C(C)C.[CH3:27][C:28]1[CH:36]=[C:35]([CH3:37])[CH:34]=[C:33]([CH3:38])[C:29]=1[C:30](Cl)=[O:31].C([O-])(O)=O.[Na+]. (7) Given the product [N:1]1[CH:6]=[CH:5][CH:4]=[CH:3][C:2]=1[C:7]1[N:11]2[N:12]=[CH:13][CH:14]=[CH:15][C:10]2=[CH:9][C:8]=1[CH:16]=[O:17], predict the reactants needed to synthesize it. The reactants are: [N:1]1[CH:6]=[CH:5][CH:4]=[CH:3][C:2]=1[C:7]1[N:11]2[N:12]=[CH:13][CH:14]=[CH:15][C:10]2=[CH:9][C:8]=1[CH2:16][OH:17].